This data is from Reaction yield outcomes from USPTO patents with 853,638 reactions. The task is: Predict the reaction yield, written as a fraction of the theoretical maximum amount of product (1.0 means a 100% yield; for example, 0.34 means a 34% yield). The reactants are Cl.[NH2:2][CH2:3][CH2:4][NH:5][C:6]([NH:8][C:9]1[CH:14]=[CH:13][C:12]([O:15][CH2:16][C:17]2[CH:22]=[CH:21][CH:20]=[CH:19][CH:18]=2)=[CH:11][CH:10]=1)=[O:7].[CH:23](=O)[C:24]1[CH:29]=[CH:28][CH:27]=[CH:26][CH:25]=1.[BH4-].[Na+]. The catalyst is CO. The product is [CH2:23]([NH:2][CH2:3][CH2:4][NH:5][C:6]([NH:8][C:9]1[CH:14]=[CH:13][C:12]([O:15][CH2:16][C:17]2[CH:22]=[CH:21][CH:20]=[CH:19][CH:18]=2)=[CH:11][CH:10]=1)=[O:7])[C:24]1[CH:29]=[CH:28][CH:27]=[CH:26][CH:25]=1. The yield is 0.930.